This data is from Peptide-MHC class I binding affinity with 185,985 pairs from IEDB/IMGT. The task is: Regression. Given a peptide amino acid sequence and an MHC pseudo amino acid sequence, predict their binding affinity value. This is MHC class I binding data. (1) The peptide sequence is SSLSCEGQK. The MHC is Mamu-B8301 with pseudo-sequence Mamu-B8301. The binding affinity (normalized) is 0.938. (2) The peptide sequence is FMDPGIFPR. The MHC is HLA-A02:12 with pseudo-sequence HLA-A02:12. The binding affinity (normalized) is 0.590. (3) The peptide sequence is MSSFQDILM. The MHC is SLA-10701 with pseudo-sequence SLA-10701. The binding affinity (normalized) is 0.0847. (4) The peptide sequence is ERLKIRGSL. The MHC is HLA-B14:02 with pseudo-sequence HLA-B14:02. The binding affinity (normalized) is 0.323. (5) The peptide sequence is YVVSRRGDL. The MHC is HLA-A02:03 with pseudo-sequence HLA-A02:03. The binding affinity (normalized) is 0.0847. (6) The peptide sequence is TTSDFFVNY. The MHC is HLA-B40:01 with pseudo-sequence HLA-B40:01. The binding affinity (normalized) is 0.0847. (7) The peptide sequence is AFRHMAREL. The MHC is HLA-A11:01 with pseudo-sequence HLA-A11:01. The binding affinity (normalized) is 0. (8) The peptide sequence is KAIIDTAQF. The MHC is HLA-B39:01 with pseudo-sequence HLA-B39:01. The binding affinity (normalized) is 0.0847. (9) The peptide sequence is SGAENPGGYML. The MHC is H-2-Db with pseudo-sequence H-2-Db. The binding affinity (normalized) is 0.0768.